Dataset: Catalyst prediction with 721,799 reactions and 888 catalyst types from USPTO. Task: Predict which catalyst facilitates the given reaction. (1) Reactant: C(=O)([O-])[O-].[Cs+].[Cs+].[Cl:7][C:8]1[CH:9]=[C:10]([C:15]2([C:31]([F:34])([F:33])[F:32])[O:19][N:18]=[C:17]([C:20]3[CH:29]=[CH:28][C:23]([C:24]([NH:26][OH:27])=[NH:25])=[C:22]([CH3:30])[CH:21]=3)[CH2:16]2)[CH:11]=[C:12]([Cl:14])[CH:13]=1.[CH2:35](Br)[C:36]#[CH:37]. Product: [Cl:7][C:8]1[CH:9]=[C:10]([C:15]2([C:31]([F:32])([F:34])[F:33])[O:19][N:18]=[C:17]([C:20]3[CH:29]=[CH:28][C:23]([C:24]([NH:26][O:27][CH2:37][C:36]#[CH:35])=[NH:25])=[C:22]([CH3:30])[CH:21]=3)[CH2:16]2)[CH:11]=[C:12]([Cl:14])[CH:13]=1. The catalyst class is: 35. (2) Reactant: [CH3:1][O:2][CH2:3][C@H:4]([CH3:52])[CH2:5][O:6][CH2:7][C:8]1[CH:13]=[CH:12][C:11]([C@@H:14]2[C@@H:19]([O:20][CH2:21][C:22]3[CH:23]=[CH:24][C:25]4[O:30][CH2:29][CH2:28][N:27]([CH2:31][CH2:32][CH2:33][O:34][CH3:35])[C:26]=4[CH:36]=3)[CH2:18][N:17]([S:37]([C:40]3[CH:45]=[CH:44][C:43]([CH3:46])=[CH:42][CH:41]=3)(=[O:39])=[O:38])[C@@H:16]([CH2:47][C:48]([NH:50][NH2:51])=[O:49])[CH2:15]2)=[CH:10][CH:9]=1.CO[CH:55](OC)[N:56]([CH3:58])[CH3:57]. Product: [CH3:55][N:56]([CH3:58])/[CH:57]=[N:51]/[NH:50][C:48](=[O:49])[CH2:47][C@H:16]1[CH2:15][C@H:14]([C:11]2[CH:10]=[CH:9][C:8]([CH2:7][O:6][CH2:5][C@@H:4]([CH3:52])[CH2:3][O:2][CH3:1])=[CH:13][CH:12]=2)[C@@H:19]([O:20][CH2:21][C:22]2[CH:23]=[CH:24][C:25]3[O:30][CH2:29][CH2:28][N:27]([CH2:31][CH2:32][CH2:33][O:34][CH3:35])[C:26]=3[CH:36]=2)[CH2:18][N:17]1[S:37]([C:40]1[CH:41]=[CH:42][C:43]([CH3:46])=[CH:44][CH:45]=1)(=[O:38])=[O:39]. The catalyst class is: 2. (3) Reactant: [F:1][C:2]1[CH:7]=[CH:6][C:5]([N:8]2[C:11](=[O:12])[C@H:10]([S:13][CH2:14][C:15]([C:17]3[CH:22]=[CH:21][C:20]([F:23])=[CH:19][CH:18]=3)=[O:16])[C@H:9]2[C:24]2[CH:44]=[CH:43][C:27]([O:28][CH2:29][C:30]([NH:32][C@H:33]([C:37]3[CH:42]=[CH:41][CH:40]=[CH:39][CH:38]=3)[C:34](O)=[O:35])=[O:31])=[CH:26][CH:25]=2)=[CH:4][CH:3]=1.[NH2:45][C@H:46]([C:54]1[CH:59]=[CH:58][CH:57]=[CH:56][CH:55]=1)[C:47]([O:49]C(C)(C)C)=[O:48].CN(C(ON1N=NC2C=CC=CC1=2)=[N+](C)C)C.[B-](F)(F)(F)F.[BH4-].[Na+]. Product: [F:1][C:2]1[CH:3]=[CH:4][C:5]([N:8]2[C:11](=[O:12])[C@H:10]([S:13][CH2:14][CH:15]([C:17]3[CH:18]=[CH:19][C:20]([F:23])=[CH:21][CH:22]=3)[OH:16])[C@H:9]2[C:24]2[CH:44]=[CH:43][C:27]([O:28][CH2:29][C:30]([NH:32][C@H:33]([C:37]3[CH:42]=[CH:41][CH:40]=[CH:39][CH:38]=3)[C:34]([NH:45][C@H:46]([C:54]3[CH:55]=[CH:56][CH:57]=[CH:58][CH:59]=3)[C:47]([OH:49])=[O:48])=[O:35])=[O:31])=[CH:26][CH:25]=2)=[CH:6][CH:7]=1. The catalyst class is: 2. (4) Reactant: [CH:1]1([C:4]2[N:5]=[C:6]([C:9](Cl)=[O:10])[S:7][CH:8]=2)[CH2:3][CH2:2]1.[NH2:12][C:13]1[C:18]([CH3:19])=[C:17]([O:20][CH3:21])[CH:16]=[CH:15][C:14]=1[C:22](=[O:24])[CH3:23]. Product: [C:22]([C:14]1[C:13]([NH:12][C:9]([C:6]2[S:7][CH:8]=[C:4]([CH:1]3[CH2:3][CH2:2]3)[N:5]=2)=[O:10])=[C:18]([CH3:19])[C:17]([O:20][CH3:21])=[CH:16][CH:15]=1)(=[O:24])[CH3:23]. The catalyst class is: 12. (5) Reactant: [CH3:1][O:2][C:3]1[CH:4]=[C:5]([C:11]2[CH2:15][CH:14]([CH2:16][CH2:17][CH:18]=O)[O:13][N:12]=2)[CH:6]=[CH:7][C:8]=1[O:9][CH3:10].Cl.[CH2:21]([O:23][C:24]1[CH:29]=[CH:28][CH:27]=[CH:26][C:25]=1[N:30]1[CH2:35][CH2:34][NH:33][CH2:32][CH2:31]1)[CH3:22].[BH-](OC(C)=O)(OC(C)=O)OC(C)=O.[Na+].C(N(C(C)C)CC)(C)C. Product: [CH3:1][O:2][C:3]1[CH:4]=[C:5]([C:11]2[CH2:15][CH:14]([CH2:16][CH2:17][CH2:18][N:33]3[CH2:32][CH2:31][N:30]([C:25]4[CH:26]=[CH:27][CH:28]=[CH:29][C:24]=4[O:23][CH2:21][CH3:22])[CH2:35][CH2:34]3)[O:13][N:12]=2)[CH:6]=[CH:7][C:8]=1[O:9][CH3:10]. The catalyst class is: 2. (6) Reactant: [I:1][C:2]1[C:3]([S:11][C:12]2[NH:13][C:14]3[C:19]([N:20]=2)=[C:18]([NH2:21])[N:17]=[CH:16][N:15]=3)=[CH:4][C:5]2[O:9][CH2:8][O:7][C:6]=2[CH:10]=1.Br[CH2:23][CH2:24][NH:25][S:26]([CH3:29])(=[O:28])=[O:27].C([O-])([O-])=O.[Cs+].[Cs+]. Product: [NH2:21][C:18]1[N:17]=[CH:16][N:15]=[C:14]2[C:19]=1[N:20]=[C:12]([S:11][C:3]1[C:2]([I:1])=[CH:10][C:6]3[O:7][CH2:8][O:9][C:5]=3[CH:4]=1)[N:13]2[CH2:23][CH2:24][NH:25][S:26]([CH3:29])(=[O:28])=[O:27]. The catalyst class is: 3. (7) Reactant: [NH2:1][C:2]1[C:7]([NH:8][C:9](=O)[C:10]2[CH:15]=[CH:14][CH:13]=[CH:12][C:11]=2[S:16][CH2:17][CH3:18])=[CH:6][C:5]([C:20]([F:23])([F:22])[F:21])=[CH:4][N:3]=1.C(O)(C)(C)C.[H-].[Na+]. Product: [CH2:17]([S:16][C:11]1[CH:12]=[CH:13][CH:14]=[CH:15][C:10]=1[C:9]1[NH:1][C:2]2=[N:3][CH:4]=[C:5]([C:20]([F:23])([F:22])[F:21])[CH:6]=[C:7]2[N:8]=1)[CH3:18]. The catalyst class is: 1. (8) Reactant: [H-].[Na+].C1C=CC=CC=1.O1CCCC1.[O:14]=[C:15]([CH3:23])[CH2:16][P:17](=[O:22])([O:20][CH3:21])[O:18][CH3:19].C1(C)C=CC(S([N:33]=[N+:34]=[N-])(=O)=O)=CC=1. Product: [N+:33](=[C:16]([P:17](=[O:22])([O:20][CH3:21])[O:18][CH3:19])[C:15](=[O:14])[CH3:23])=[N-:34]. The catalyst class is: 6.